Dataset: Forward reaction prediction with 1.9M reactions from USPTO patents (1976-2016). Task: Predict the product of the given reaction. (1) Given the reactants [Br:1][C:2]1[CH:7]=[CH:6][C:5]([C:8]2[O:12][N:11]=[C:10]([CH3:13])[C:9]=2[CH:14]=[O:15])=[CH:4][CH:3]=1.[C:16]1([CH2:22][CH2:23][CH2:24][Mg]Br)[CH:21]=[CH:20][CH:19]=[CH:18][CH:17]=1, predict the reaction product. The product is: [Br:1][C:2]1[CH:3]=[CH:4][C:5]([C:8]2[O:12][N:11]=[C:10]([CH3:13])[C:9]=2[CH:14]([OH:15])[CH2:24][CH2:23][CH2:22][C:16]2[CH:21]=[CH:20][CH:19]=[CH:18][CH:17]=2)=[CH:6][CH:7]=1. (2) The product is: [CH3:42][C:43]1[N:47]2[C:48](=[O:57])[N:49]([CH:51]3[CH2:56][CH2:55][N:54]([C:10](=[O:12])[CH:9]([NH:8][C:1](=[O:2])[O:3][C:4]([CH3:5])([CH3:6])[CH3:7])[C:23]4[CH:22]=[CH:21][CH:20]=[CH:19][CH:24]=4)[CH2:53][CH2:52]3)[CH2:50][C:46]2=[CH:45][N:44]=1. Given the reactants [C:1]([N:8](C1C=CC=CC=1)[CH2:9][C:10]([OH:12])=O)([O:3][C:4]([CH3:7])([CH3:6])[CH3:5])=[O:2].[CH:19]1[CH:20]=[CH:21][C:22]2N(O)N=N[C:23]=2[CH:24]=1.CCN=C=NCCCN(C)C.Cl.Cl.[CH3:42][C:43]1[N:47]2[C:48](=[O:57])[N:49]([CH:51]3[CH2:56][CH2:55][NH:54][CH2:53][CH2:52]3)[CH2:50][C:46]2=[CH:45][N:44]=1, predict the reaction product. (3) Given the reactants [N+:1]([C:4]1[CH:5]=[N:6][CH:7]=[CH:8][C:9]=1[C:10]1[O:15][C@H:14]([CH:16]=O)[C@@H:13]([O:18][Si:19]([CH:26]([CH3:28])[CH3:27])([CH:23]([CH3:25])[CH3:24])[CH:20]([CH3:22])[CH3:21])[C@H:12]([O:29][Si:30]([CH:37]([CH3:39])[CH3:38])([CH:34]([CH3:36])[CH3:35])[CH:31]([CH3:33])[CH3:32])[CH:11]=1)([O-:3])=[O:2].ON.C[O-].[Na+].[N:45]1C=CC=CC=1.C(OC(=O)C)(=O)C.C([O-])(=O)C.[Na+], predict the reaction product. The product is: [N+:1]([C:4]1[CH:5]=[N:6][CH:7]=[CH:8][C:9]=1[C:10]1[O:15][C@H:14]([C:16]#[N:45])[C@@H:13]([O:18][Si:19]([CH:23]([CH3:25])[CH3:24])([CH:26]([CH3:28])[CH3:27])[CH:20]([CH3:22])[CH3:21])[C@H:12]([O:29][Si:30]([CH:31]([CH3:32])[CH3:33])([CH:34]([CH3:36])[CH3:35])[CH:37]([CH3:38])[CH3:39])[CH:11]=1)([O-:3])=[O:2]. (4) Given the reactants [C:1]([OH:10])(=[O:9])[C@@H:2]([C@H:4]([C:6]([OH:8])=[O:7])[OH:5])[OH:3].C(O[C@H]([C@H](C(O)=O)OC(=O)C1C=CC=CC=1)C(O)=O)(=O)C1C=CC=CC=1.[CH2:37]([C:39]1[CH:40]=[CH:41][C:42]([CH2:45][CH2:46][O:47][C:48]2[CH:61]=[CH:60][C:51]([CH2:52][C@H:53]3[S:57][C:56](=[O:58])[NH:55][C:54]3=[O:59])=[CH:50][CH:49]=2)=[N:43][CH:44]=1)[CH3:38], predict the reaction product. The product is: [C:6]([C@@H:4]([C@H:2]([C:1]([OH:10])=[O:9])[OH:3])[OH:5])([OH:8])=[O:7].[CH2:37]([C:39]1[CH:40]=[CH:41][C:42]([CH2:45][CH2:46][O:47][C:48]2[CH:61]=[CH:60][C:51]([CH2:52][C@H:53]3[S:57][C:56](=[O:58])[NH:55][C:54]3=[O:59])=[CH:50][CH:49]=2)=[N:43][CH:44]=1)[CH3:38].